From a dataset of Reaction yield outcomes from USPTO patents with 853,638 reactions. Predict the reaction yield, written as a fraction of the theoretical maximum amount of product (1.0 means a 100% yield; for example, 0.34 means a 34% yield). (1) The reactants are [CH:1]([C:4]1[CH:9]=[CH:8][CH:7]=[C:6]([CH:10]([CH3:12])[CH3:11])[C:5]=1[N:13]1[C:17]2[CH:18]=[CH:19][CH:20]=[CH:21][C:16]=2[N:15]=[C:14]1[C:22]1[CH:23]=[C:24]([C:28]2[N:33]=[C:32]3[C:34]4[C:40]([O:41]C)=[CH:39][CH:38]=[CH:37][C:35]=4[O:36][C:31]3=[CH:30][CH:29]=2)[CH:25]=[CH:26][CH:27]=1)([CH3:3])[CH3:2].Cl.N1C=CC=CC=1. The catalyst is O. The product is [CH:1]([C:4]1[CH:9]=[CH:8][CH:7]=[C:6]([CH:10]([CH3:12])[CH3:11])[C:5]=1[N:13]1[C:17]2[CH:18]=[CH:19][CH:20]=[CH:21][C:16]=2[N:15]=[C:14]1[C:22]1[CH:23]=[C:24]([C:28]2[N:33]=[C:32]3[C:34]4[C:40]([OH:41])=[CH:39][CH:38]=[CH:37][C:35]=4[O:36][C:31]3=[CH:30][CH:29]=2)[CH:25]=[CH:26][CH:27]=1)([CH3:2])[CH3:3]. The yield is 0.570. (2) The product is [C:21]([Si:25]([CH3:35])([CH3:34])[O:26][C:27]1[CH:28]=[C:29]([NH:33][C:10](=[O:11])[C:9]2[CH:13]=[CH:14][CH:15]=[C:7]([O:6][C:5]3[CH:16]=[CH:17][C:2]([Cl:1])=[CH:3][C:4]=3[N+:18]([O-:20])=[O:19])[CH:8]=2)[CH:30]=[CH:31][CH:32]=1)([CH3:24])([CH3:23])[CH3:22]. The catalyst is C1COCC1. The yield is 0.850. The reactants are [Cl:1][C:2]1[CH:17]=[CH:16][C:5]([O:6][C:7]2[CH:8]=[C:9]([CH:13]=[CH:14][CH:15]=2)[C:10](Cl)=[O:11])=[C:4]([N+:18]([O-:20])=[O:19])[CH:3]=1.[C:21]([Si:25]([CH3:35])([CH3:34])[O:26][C:27]1[CH:28]=[C:29]([NH2:33])[CH:30]=[CH:31][CH:32]=1)([CH3:24])([CH3:23])[CH3:22].C(N(CC)C(C)C)(C)C.O. (3) The reactants are [O:1]=[C:2]1[CH2:7][CH2:6][CH:5]([CH2:8][C:9]([O:11][CH2:12][C:13]2[CH:18]=[CH:17][CH:16]=[CH:15][CH:14]=2)=[O:10])[CH2:4][CH2:3]1.[BH4-].[Na+].C(O)(=O)C. The yield is 0.820. The product is [CH2:12]([O:11][C:9]([CH2:8][C@H:5]1[CH2:4][CH2:3][C@H:2]([OH:1])[CH2:7][CH2:6]1)=[O:10])[C:13]1[CH:18]=[CH:17][CH:16]=[CH:15][CH:14]=1.[CH2:12]([O:11][C:9]([CH2:8][C@@H:5]1[CH2:4][CH2:3][C@H:2]([OH:1])[CH2:7][CH2:6]1)=[O:10])[C:13]1[CH:18]=[CH:17][CH:16]=[CH:15][CH:14]=1. The catalyst is CO.C(OCC)(=O)C.O.